From a dataset of Reaction yield outcomes from USPTO patents with 853,638 reactions. Predict the reaction yield, written as a fraction of the theoretical maximum amount of product (1.0 means a 100% yield; for example, 0.34 means a 34% yield). (1) The reactants are [CH3:1][O:2][C:3]1[CH:8]=[C:7]([O:9][CH3:10])[CH:6]=[CH:5][C:4]=1[NH:11][C:12](=[NH:23])[CH2:13][C:14]([C:16]1[CH:21]=[CH:20][C:19]([F:22])=[CH:18][CH:17]=1)=[O:15].[C:24](OC)(=[O:27])[C:25]#[CH:26]. The catalyst is CO. The product is [NH2:23][C:12]1[N:11]([C:4]2[CH:5]=[CH:6][C:7]([O:9][CH3:10])=[CH:8][C:3]=2[O:2][CH3:1])[C:24](=[O:27])[CH:25]=[CH:26][C:13]=1[C:14](=[O:15])[C:16]1[CH:17]=[CH:18][C:19]([F:22])=[CH:20][CH:21]=1. The yield is 0.250. (2) The catalyst is C(O)C. The product is [CH2:1]([N:5]([CH2:18][CH2:19][CH2:20][CH3:21])[C:6]1[CH:11]=[CH:10][C:9]([CH:12]=[CH:13][CH:14]=[CH:29][C:28]2[C:27]([C:34]3[CH:35]=[CH:36][CH:37]=[CH:38][CH:39]=3)([C:30]([F:33])([F:31])[F:32])[O:26][C:25](=[C:40]([C:43]#[N:44])[C:41]#[N:42])[C:24]=2[C:22]#[N:23])=[C:8]([O:16][CH3:17])[CH:7]=1)[CH2:2][CH2:3][CH3:4]. The yield is 0.869. The reactants are [CH2:1]([N:5]([CH2:18][CH2:19][CH2:20][CH3:21])[C:6]1[CH:11]=[CH:10][C:9]([CH:12]=[CH:13][CH:14]=O)=[C:8]([O:16][CH3:17])[CH:7]=1)[CH2:2][CH2:3][CH3:4].[C:22]([C:24]1[C:25](=[C:40]([C:43]#[N:44])[C:41]#[N:42])[O:26][C:27]([C:34]2[CH:39]=[CH:38][CH:37]=[CH:36][CH:35]=2)([C:30]([F:33])([F:32])[F:31])[C:28]=1[CH3:29])#[N:23]. (3) The reactants are Br[C:2]1[CH:14]=[CH:13][C:5]2[NH:6][C:7](=[O:12])[O:8][C:9]([CH3:11])([CH3:10])[C:4]=2[CH:3]=1.[Li]CCCC.CCCCCC.[B:26](OC(C)C)([O:31]C(C)C)[O:27]C(C)C. The catalyst is C1COCC1. The product is [CH3:10][C:9]1([CH3:11])[C:4]2[CH:3]=[C:2]([B:26]([OH:31])[OH:27])[CH:14]=[CH:13][C:5]=2[NH:6][C:7](=[O:12])[O:8]1. The yield is 0.810. (4) The product is [I:27][C:17]1[N:14]2[CH:15]=[CH:16][C:11]([C:8]3[CH:7]=[CH:6][C:5]([S:2]([CH3:1])(=[O:3])=[O:4])=[CH:10][CH:9]=3)=[CH:12][C:13]2=[N:19][CH:18]=1. The catalyst is CC#N. The reactants are [CH3:1][S:2]([C:5]1[CH:10]=[CH:9][C:8]([C:11]2[CH:16]=[CH:15][N:14]3[CH:17]=[CH:18][N:19]=[C:13]3[CH:12]=2)=[CH:7][CH:6]=1)(=[O:4])=[O:3].C1C(=O)N([I:27])C(=O)C1. The yield is 0.750. (5) The reactants are [Br:1][C:2]1[CH:3]=[N+:4]([O-])[CH:5]=[C:6]([O:8][CH2:9][CH3:10])[CH:7]=1.O=P(Cl)(Cl)[Cl:14]. The catalyst is C(Cl)Cl. The product is [Br:1][C:2]1[CH:7]=[C:6]([O:8][CH2:9][CH3:10])[C:5]([Cl:14])=[N:4][CH:3]=1. The yield is 0.332. (6) The reactants are [Cl:1][C:2]1[C:3]([NH:18][C:19]2C=[CH:25][CH:24]=[CH:23][C:20]=2C#N)=[CH:4][C:5]([NH:8][C:9]2[N:13]([CH:14]([CH3:16])[CH3:15])[N:12]=[C:11]([CH3:17])[CH:10]=2)=[N:6][CH:7]=1.[OH-].[Na+].[C:29]([O:32]CC)(=[O:31])[CH3:30]. The catalyst is O1CCOCC1. The product is [Cl:1][C:2]1[C:3]([NH:18][C:19]2[CH:20]=[CH:23][CH:24]=[CH:25][C:30]=2[C:29]([OH:32])=[O:31])=[CH:4][C:5]([NH:8][C:9]2[N:13]([CH:14]([CH3:15])[CH3:16])[N:12]=[C:11]([CH3:17])[CH:10]=2)=[N:6][CH:7]=1. The yield is 0.760. (7) The catalyst is CN(C=O)C. The yield is 0.880. The reactants are [N:1]1([CH2:7][CH2:8][CH2:9][OH:10])[CH2:6][CH2:5][CH2:4][CH2:3][CH2:2]1.[H-].[Na+].F[C:14]1[CH:19]=[CH:18][C:17]([O:20][CH3:21])=[C:16]([N+:22]([O-:24])=[O:23])[CH:15]=1. The product is [CH3:21][O:20][C:17]1[CH:18]=[CH:19][C:14]([O:10][CH2:9][CH2:8][CH2:7][N:1]2[CH2:6][CH2:5][CH2:4][CH2:3][CH2:2]2)=[CH:15][C:16]=1[N+:22]([O-:24])=[O:23]. (8) The catalyst is C1COCC1.CO.O. The reactants are [OH-].[Na+:2].[F:3][CH:4]([F:42])[O:5][C:6]1[CH:11]=[CH:10][CH:9]=[CH:8][C:7]=1[CH2:12][C:13]1[N:17]2[CH:18]=[C:19]([C:23]3[CH:24]=[N:25][C:26]([N:29]4[CH2:35][CH2:34][CH:33]5[C:31]([C:36]([O:38]CC)=[O:37])([CH2:32]5)[CH2:30]4)=[N:27][CH:28]=3)[C:20]([F:22])=[CH:21][C:16]2=[N:15][C:14]=1[CH3:41]. The product is [F:42][CH:4]([F:3])[O:5][C:6]1[CH:11]=[CH:10][CH:9]=[CH:8][C:7]=1[CH2:12][C:13]1[N:17]2[CH:18]=[C:19]([C:23]3[CH:24]=[N:25][C:26]([N:29]4[CH2:35][CH2:34][CH:33]5[C:31]([C:36]([O-:38])=[O:37])([CH2:32]5)[CH2:30]4)=[N:27][CH:28]=3)[C:20]([F:22])=[CH:21][C:16]2=[N:15][C:14]=1[CH3:41].[Na+:2]. The yield is 1.00. (9) The yield is 0.180. The reactants are Cl[C:2]1[N:7]=[N:6][C:5]([C:8]([NH2:10])=[O:9])=[C:4]([NH:11][C:12]2[N:17]=[C:16]3[N:18]([CH3:21])[CH:19]=[CH:20][C:15]3=[CH:14][CH:13]=2)[CH:3]=1.[NH2:22][C@@H:23]1[CH2:28][CH2:27][CH2:26][CH2:25][C@@H:24]1[NH:29][C:30](=[O:36])[O:31][C:32]([CH3:35])([CH3:34])[CH3:33]. The catalyst is CN1CCCC1=O. The product is [C:32]([O:31][C:30](=[O:36])[NH:29][C@H:24]1[CH2:25][CH2:26][CH2:27][CH2:28][C@H:23]1[NH:22][C:2]1[N:7]=[N:6][C:5]([C:8](=[O:9])[NH2:10])=[C:4]([NH:11][C:12]2[N:17]=[C:16]3[N:18]([CH3:21])[CH:19]=[CH:20][C:15]3=[CH:14][CH:13]=2)[CH:3]=1)([CH3:35])([CH3:33])[CH3:34]. (10) The reactants are [Li+].[OH-].[Br:3][C:4]1[CH:40]=[CH:39][C:7]([CH2:8][N:9]2[C:13]3[CH:14]=[CH:15][C:16]([O:18][CH2:19][C:20]4[CH:29]=[CH:28][C:27]5[C:22](=[CH:23][CH:24]=[CH:25][CH:26]=5)[N:21]=4)=[CH:17][C:12]=3[N:11]=[C:10]2[CH2:30][C:31]([CH3:38])([CH3:37])[C:32]([O:34]CC)=[O:33])=[CH:6][CH:5]=1.C1COCC1.CO. The catalyst is O. The product is [Br:3][C:4]1[CH:5]=[CH:6][C:7]([CH2:8][N:9]2[C:13]3[CH:14]=[CH:15][C:16]([O:18][CH2:19][C:20]4[CH:29]=[CH:28][C:27]5[C:22](=[CH:23][CH:24]=[CH:25][CH:26]=5)[N:21]=4)=[CH:17][C:12]=3[N:11]=[C:10]2[CH2:30][C:31]([CH3:37])([CH3:38])[C:32]([OH:34])=[O:33])=[CH:39][CH:40]=1. The yield is 0.830.